From a dataset of Catalyst prediction with 721,799 reactions and 888 catalyst types from USPTO. Predict which catalyst facilitates the given reaction. (1) Reactant: [CH3:1][C:2]1[CH:7]=[CH:6][C:5]([C:8]2[O:12][N:11]=[CH:10][C:9]=2[C:13](Cl)=[O:14])=[CH:4][CH:3]=1.[CH3:16][O:17][C:18]1[CH:23]=[CH:22][CH:21]=[CH:20][C:19]=1[CH:24]1[CH2:29][CH2:28][NH:27][CH2:26][CH2:25]1. Product: [CH3:16][O:17][C:18]1[CH:23]=[CH:22][CH:21]=[CH:20][C:19]=1[CH:24]1[CH2:29][CH2:28][N:27]([C:13]([C:9]2[CH:10]=[N:11][O:12][C:8]=2[C:5]2[CH:6]=[CH:7][C:2]([CH3:1])=[CH:3][CH:4]=2)=[O:14])[CH2:26][CH2:25]1. The catalyst class is: 4. (2) Reactant: Br[C:2]1[CH:11]=[C:10]2[C:5]([CH2:6][CH2:7][O:8][CH2:9]2)=[CH:4][CH:3]=1.C([Li])CCC.CCCCCC.[C:23]([N:28]1[CH2:33][CH2:32][C:31](=[O:34])[CH2:30][CH2:29]1)([O:25][CH2:26][CH3:27])=[O:24]. Product: [CH2:9]1[C:10]2[C:5](=[CH:4][CH:3]=[C:2]([C:31]3([OH:34])[CH2:30][CH2:29][N:28]([C:23]([O:25][CH2:26][CH3:27])=[O:24])[CH2:33][CH2:32]3)[CH:11]=2)[CH2:6][CH2:7][O:8]1. The catalyst class is: 30. (3) The catalyst class is: 8. Reactant: [F:1][C:2]([F:12])([F:11])[C:3]1[C:8]([CH:9]=O)=[CH:7][N:6]=[CH:5][CH:4]=1.CC1C=C(C)C=C(C)C=1S([O-])(=O)=O.[NH2:26][N+:27]1[CH:32]=[C:31]([F:33])[C:30]([F:34])=[CH:29][C:28]=1[NH2:35].N12CCCN=C1CCCCC2. Product: [F:33][C:31]1[C:30]([F:34])=[CH:29][C:28]2[N:27]([N:26]=[C:9]([C:8]3[CH:7]=[N:6][CH:5]=[CH:4][C:3]=3[C:2]([F:12])([F:11])[F:1])[N:35]=2)[CH:32]=1. (4) Reactant: [H-].[Na+].C(N(CC)[CH:6]=[C:7]([C:17]1[CH:22]=[CH:21][CH:20]=[CH:19][CH:18]=1)[C:8]([C:10]1[CH:15]=[CH:14][C:13]([CH3:16])=[CH:12][CH:11]=1)=O)C.[C:25]([CH2:27][C:28]([NH2:30])=[O:29])#[N:26].Cl. Product: [CH3:16][C:13]1[CH:12]=[CH:11][C:10]([C:8]2[NH:30][C:28](=[O:29])[C:27]([C:25]#[N:26])=[CH:6][C:7]=2[C:17]2[CH:18]=[CH:19][CH:20]=[CH:21][CH:22]=2)=[CH:15][CH:14]=1. The catalyst class is: 121.